This data is from Human liver microsome stability data. The task is: Regression/Classification. Given a drug SMILES string, predict its absorption, distribution, metabolism, or excretion properties. Task type varies by dataset: regression for continuous measurements (e.g., permeability, clearance, half-life) or binary classification for categorical outcomes (e.g., BBB penetration, CYP inhibition). Dataset: hlm. (1) The drug is CCNCC1(c2ccc(Cl)c(Cl)c2)CCCCC1. The result is 0 (unstable in human liver microsomes). (2) The drug is CCN1CC(C)(C)OC(=O)C1CC(=O)Nc1ccc(C(C)C)cc1. The result is 1 (stable in human liver microsomes). (3) The compound is CC(O)(COc1cc(C(F)(F)F)cc(C(F)(F)F)c1)C(=O)Nc1ccc(C#N)c(C(F)(F)F)c1. The result is 0 (unstable in human liver microsomes). (4) The molecule is Clc1ccc([C@]23CCCC[C@H]2CNC3)cc1Cl. The result is 0 (unstable in human liver microsomes). (5) The drug is COCN(c1ccc2c(c1)S(=O)(=O)NC(c1c(O)c(-c3cccs3)nn(CCC(C)C)c1=O)=N2)S(C)(=O)=O. The result is 1 (stable in human liver microsomes).